Dataset: Catalyst prediction with 721,799 reactions and 888 catalyst types from USPTO. Task: Predict which catalyst facilitates the given reaction. (1) Reactant: [C:1]([O:8][CH3:9])(=[O:7])[CH2:2][CH2:3][CH2:4][CH2:5][CH3:6].OC1[CH2:16][C:15]([CH3:18])([CH3:17])[N:14]([O:19][CH2:20][C:21]([OH:24])([CH3:23])[CH3:22])[C:13]([CH3:26])([CH3:25])[CH2:12]1.[NH2-].[Li+].C1(C)C(C)=CC=CC=1. Product: [C:1]([O:8][CH:9]1[CH2:26][C:13]([CH3:12])([CH3:25])[N:14]([O:19][CH2:20][C:21]([OH:24])([CH3:23])[CH3:22])[C:15]([CH3:18])([CH3:17])[CH2:16]1)(=[O:7])[CH2:2][CH2:3][CH2:4][CH2:5][CH3:6]. The catalyst class is: 5. (2) Reactant: [CH3:1][C:2]([CH3:12])=[CH:3][N:4]1[CH:8]=[CH:7][C:6]([C:9]([OH:11])=O)=[N:5]1.[NH2:13][C@@H:14]([CH3:31])[CH2:15][N:16]1[CH:20]=[CH:19][C:18]([C:21]2[CH:28]=[C:27]([F:29])[C:24]([C:25]#[N:26])=[C:23]([Cl:30])[CH:22]=2)=[N:17]1. Product: [Cl:30][C:23]1[CH:22]=[C:21]([C:18]2[CH:19]=[CH:20][N:16]([CH2:15][C@@H:14]([NH:13][C:9]([C:6]3[CH:7]=[CH:8][N:4]([CH:3]=[C:2]([CH3:1])[CH3:12])[N:5]=3)=[O:11])[CH3:31])[N:17]=2)[CH:28]=[C:27]([F:29])[C:24]=1[C:25]#[N:26]. The catalyst class is: 2. (3) Reactant: [CH3:1][N:2]([CH2:10][CH2:11][CH:12]=[O:13])[C:3](=[O:9])[O:4][C:5]([CH3:8])([CH3:7])[CH3:6].[CH2:14]([Mg]Cl)[CH2:15][CH2:16][CH3:17].[Cl-].[NH4+]. Product: [OH:13][CH:12]([CH2:14][CH2:15][CH2:16][CH3:17])[CH2:11][CH2:10][N:2]([CH3:1])[C:3](=[O:9])[O:4][C:5]([CH3:8])([CH3:6])[CH3:7]. The catalyst class is: 7. (4) Reactant: [H-].[H-].[H-].[H-].[Li+].[Al+3].[CH:7]1([C:13]2[CH:18]=[CH:17][C:16]([C:19]([CH3:26])=[CH:20][C:21](OCC)=[O:22])=[CH:15][CH:14]=2)[CH2:12][CH2:11][CH2:10][CH2:9][CH2:8]1. Product: [CH:7]1([C:13]2[CH:14]=[CH:15][C:16]([C:19]([CH3:26])=[CH:20][CH2:21][OH:22])=[CH:17][CH:18]=2)[CH2:8][CH2:9][CH2:10][CH2:11][CH2:12]1. The catalyst class is: 1. (5) Reactant: [C:1]([NH:4][CH2:5][C:6]1[O:10][C:9]([C:11]2[C:16]([O:17]COC)=[CH:15][C:14]([O:21]COC)=[CH:13][C:12]=2[CH2:25][C:26]([O:28]C)=[O:27])=[CH:8][CH:7]=1)(=[O:3])[CH3:2].C(OC(=O)C)(=O)C.N1C=CC=CC=1.[OH-].[Na+].Cl. Product: [C:1]([NH:4][CH2:5][C:6]1[O:10][C:9]([C:11]2[C:16]([OH:17])=[CH:15][C:14]([OH:21])=[CH:13][C:12]=2[CH2:25][C:26]([OH:28])=[O:27])=[CH:8][CH:7]=1)(=[O:3])[CH3:2]. The catalyst class is: 98. (6) Product: [F:8][C:6]1[CH:5]=[C:4]([F:9])[C:3]2[O:10][C:11]([CH3:12])=[N:1][C:2]=2[CH:7]=1. Reactant: [NH2:1][C:2]1[CH:7]=[C:6]([F:8])[CH:5]=[C:4]([F:9])[C:3]=1[OH:10].[C:11](OCC)(OCC)(OCC)[CH3:12].FC(F)(F)S([O-])(=O)=O.[Bi+3].FC(F)(F)S([O-])(=O)=O.FC(F)(F)S([O-])(=O)=O. The catalyst class is: 4. (7) Reactant: [NH2:1][C@@H:2]1[CH2:7][CH2:6][CH2:5][N:4]([C:8]([O:10][C:11]([CH3:14])([CH3:13])[CH3:12])=[O:9])[CH2:3]1.[S:15]1[CH:19]=[CH:18][N:17]=[C:16]1[C:20](O)=[O:21].CN(C(ON1N=NC2C=CC=NC1=2)=[N+](C)C)C.F[P-](F)(F)(F)(F)F.CCN(C(C)C)C(C)C. Product: [S:15]1[CH:19]=[CH:18][N:17]=[C:16]1[C:20]([NH:1][C@@H:2]1[CH2:7][CH2:6][CH2:5][N:4]([C:8]([O:10][C:11]([CH3:14])([CH3:13])[CH3:12])=[O:9])[CH2:3]1)=[O:21]. The catalyst class is: 34. (8) Reactant: Br[C:2]1[N:7]=[C:6]([CH3:8])[C:5]([CH:9]=[O:10])=[CH:4][CH:3]=1.[CH3:11][O:12][C:13](=[O:21])[C:14]1[CH:19]=[CH:18][C:17]([OH:20])=[CH:16][CH:15]=1.C([O-])([O-])=O.[K+].[K+]. Product: [CH3:11][O:12][C:13](=[O:21])[C:14]1[CH:19]=[CH:18][C:17]([O:20][C:2]2[CH:3]=[CH:4][C:5]([CH:9]=[O:10])=[C:6]([CH3:8])[N:7]=2)=[CH:16][CH:15]=1. The catalyst class is: 3. (9) Reactant: [F-].C([N+](CCCC)(CCCC)CCCC)CCC.[CH3:19][O:20][C:21](=[O:61])[CH2:22][C:23]1[CH:24]=[N:25][CH:26]=[C:27]([C:29]2[CH:34]=[CH:33][C:32]([C:35]([CH2:58][CH3:59])([C:38]3[CH:43]=[CH:42][C:41]([C:44]#[C:45][C:46]4([O:52][Si](C)(C)C)[CH2:51][CH2:50][O:49][CH2:48][CH2:47]4)=[C:40]([CH3:57])[CH:39]=3)[CH2:36][CH3:37])=[CH:31][C:30]=2[CH3:60])[CH:28]=1. Product: [CH3:19][O:20][C:21](=[O:61])[CH2:22][C:23]1[CH:24]=[N:25][CH:26]=[C:27]([C:29]2[CH:34]=[CH:33][C:32]([C:35]([CH2:36][CH3:37])([C:38]3[CH:43]=[CH:42][C:41]([C:44]#[C:45][C:46]4([OH:52])[CH2:47][CH2:48][O:49][CH2:50][CH2:51]4)=[C:40]([CH3:57])[CH:39]=3)[CH2:58][CH3:59])=[CH:31][C:30]=2[CH3:60])[CH:28]=1. The catalyst class is: 54. (10) Reactant: [NH:1]1[C:9]2[C:4](=[CH:5][C:6]([NH:10][CH:11]3[CH2:16][CH2:15][C:14](=O)[CH2:13][CH2:12]3)=[CH:7][CH:8]=2)[CH:3]=[N:2]1.[C@@H:18]1([NH2:28])[C:27]2[C:22](=[CH:23][CH:24]=[CH:25][CH:26]=2)[CH2:21][CH2:20][CH2:19]1.C(O[BH-](OC(=O)C)OC(=O)C)(=O)C.[Na+].Cl.CO. Product: [NH:1]1[C:9]2[C:4](=[CH:5][C:6]([NH:10][CH:11]3[CH2:16][CH2:15][CH:14]([NH:28][C@@H:18]4[C:27]5[C:22](=[CH:23][CH:24]=[CH:25][CH:26]=5)[CH2:21][CH2:20][CH2:19]4)[CH2:13][CH2:12]3)=[CH:7][CH:8]=2)[CH:3]=[N:2]1. The catalyst class is: 5.